This data is from Catalyst prediction with 721,799 reactions and 888 catalyst types from USPTO. The task is: Predict which catalyst facilitates the given reaction. Reactant: [O:1]1[C@@H:5]2[O:6][CH2:7][CH2:8][C@@H:4]2[C@H:3]([O:9][C:10](=[O:30])[NH:11][C@@H:12]([CH2:23][C:24]2[CH:29]=[CH:28][CH:27]=[CH:26][CH:25]=2)[C@H:13]([OH:22])[CH2:14][NH:15]OC2CCCC2)[CH2:2]1.[CH3:31][S:32]([NH:35][C:36]1[NH:37][C:38]2[CH:44]=[C:43]([S:45](Cl)(=[O:47])=[O:46])[CH:42]=[CH:41][C:39]=2[N:40]=1)(=[O:34])=[O:33].[CH:49]([C:52]([CH:57]([CH3:59])C)(NCC)C)([CH3:51])C.CN(C=[O:64])C. Product: [O:1]1[C@@H:5]2[O:6][CH2:7][CH2:8][C@@H:4]2[C@H:3]([O:9][C:10](=[O:30])[NH:11][C@@H:12]([CH2:23][C:24]2[CH:29]=[CH:28][CH:27]=[CH:26][CH:25]=2)[C@@H:13]([OH:22])[CH:14]([NH:15][S:45]([C:43]2[CH:42]=[CH:41][C:39]3[N:40]=[C:36]([NH:35][S:32]([CH3:31])(=[O:34])=[O:33])[NH:37][C:38]=3[CH:44]=2)(=[O:47])=[O:46])[O:64][CH:49]2[CH2:52][CH2:57][CH2:59][CH2:51]2)[CH2:2]1. The catalyst class is: 25.